From a dataset of Full USPTO retrosynthesis dataset with 1.9M reactions from patents (1976-2016). Predict the reactants needed to synthesize the given product. (1) Given the product [C:1]([C:3]1([C:4]2[CH:5]=[C:6]([CH:11]=[CH:12][CH:13]=2)[C:7]([O:9][CH3:10])=[O:8])[CH2:21][CH2:20][O:19][CH2:18][CH2:17]1)#[N:2], predict the reactants needed to synthesize it. The reactants are: [C:1]([CH2:3][C:4]1[CH:5]=[C:6]([CH:11]=[CH:12][CH:13]=1)[C:7]([O:9][CH3:10])=[O:8])#[N:2].[H-].[Na+].Cl[CH2:17][CH2:18][O:19][CH2:20][CH2:21]Cl.O. (2) Given the product [CH3:15][O:14][C:9]1[CH:8]=[C:3]2[C:2](=[CH:11][C:10]=1[O:12][CH3:13])[N:1]=[CH:21][N:23]=[C:4]2[OH:5], predict the reactants needed to synthesize it. The reactants are: [NH2:1][C:2]1[CH:11]=[C:10]([O:12][CH3:13])[C:9]([O:14][CH3:15])=[CH:8][C:3]=1[C:4](OC)=[O:5].C([O-])=O.[NH4+].O.[CH:21]([NH2:23])=O. (3) Given the product [CH3:36][O:29][C@@H:25]1[CH2:26][CH2:27][CH2:28][C:23]([C:20]2[CH:21]=[CH:22][C:17]([C:15]([N:7]3[C:8]4[CH:14]=[CH:13][CH:12]=[CH:11][C:9]=4[CH2:10][N:4]4[CH:3]=[CH:2][CH:1]=[C:5]4[CH2:6]3)=[O:16])=[CH:18][C:19]=2[CH3:31])=[C:24]1[CH3:30], predict the reactants needed to synthesize it. The reactants are: [CH:1]1[CH:2]=[CH:3][N:4]2[CH2:10][C:9]3[CH:11]=[CH:12][CH:13]=[CH:14][C:8]=3[N:7]([C:15]([C:17]3[CH:22]=[CH:21][C:20]([C:23]4[CH2:28][CH2:27][CH2:26][C@@H:25]([OH:29])[C:24]=4[CH3:30])=[C:19]([CH3:31])[CH:18]=3)=[O:16])[CH2:6][C:5]=12.[H-].[Na+].[H][H].[CH3:36]I. (4) Given the product [OH:19][CH:16]1[CH2:17][CH2:18][N:14]([C:6]2[C:7]3[C:12](=[CH:11][CH:10]=[CH:9][CH:8]=3)[C:3]([C:1]#[N:2])=[CH:4][CH:5]=2)[CH2:15]1, predict the reactants needed to synthesize it. The reactants are: [C:1]([C:3]1[C:12]2[C:7](=[CH:8][CH:9]=[CH:10][CH:11]=2)[C:6](F)=[CH:5][CH:4]=1)#[N:2].[NH:14]1[CH2:18][CH2:17][CH:16]([OH:19])[CH2:15]1.